Dataset: Full USPTO retrosynthesis dataset with 1.9M reactions from patents (1976-2016). Task: Predict the reactants needed to synthesize the given product. (1) Given the product [N:1]([CH2:4][CH2:5][CH2:6][C@:7]1([C:25]2[CH:30]=[CH:29][CH:28]=[CH:27][CH:26]=2)[N:11]([C:12](=[O:16])[C@@H:13]([O:15][CH3:31])[CH3:14])[N:10]=[C:9]([C:17]2[CH:22]=[C:21]([F:23])[CH:20]=[CH:19][C:18]=2[F:24])[S:8]1)=[N+:2]=[N-:3], predict the reactants needed to synthesize it. The reactants are: [N:1]([CH2:4][CH2:5][CH2:6][C@:7]1([C:25]2[CH:30]=[CH:29][CH:28]=[CH:27][CH:26]=2)[N:11]([C:12](=[O:16])[C@@H:13]([OH:15])[CH3:14])[N:10]=[C:9]([C:17]2[CH:22]=[C:21]([F:23])[CH:20]=[CH:19][C:18]=2[F:24])[S:8]1)=[N+:2]=[N-:3].[CH3:31]I.[H-].[Na+].[NH4+].[Cl-]. (2) Given the product [F:1][C:2]1[CH:3]=[C:4]([N:8]2[CH:9]([CH2:27][C:22]([OH:24])=[O:23])[C:10]3[CH:11]=[C:12]4[CH2:20][CH2:19][CH2:18][C:13]4=[CH:14][C:15]=3[C:16]2=[O:17])[CH:5]=[CH:6][CH:7]=1, predict the reactants needed to synthesize it. The reactants are: [F:1][C:2]1[CH:3]=[C:4]([N:8]2[C:16](=[O:17])[C:15]3[CH:14]=[C:13]4[CH2:18][CH2:19][CH2:20][C:12]4=[CH:11][C:10]=3[CH:9]2O)[CH:5]=[CH:6][CH:7]=1.[C:22]([CH:27]=P(C1C=CC=CC=1)(C1C=CC=CC=1)C1C=CC=CC=1)([O:24]CC)=[O:23]. (3) Given the product [CH3:3][O:4][C:5](=[O:17])[C:6]1[CH:11]=[CH:10][CH:9]=[C:8]([O:12][CH2:13][CH2:14][CH2:15][I:2])[CH:7]=1, predict the reactants needed to synthesize it. The reactants are: [Na+].[I-:2].[CH3:3][O:4][C:5](=[O:17])[C:6]1[CH:11]=[CH:10][CH:9]=[C:8]([O:12][CH2:13][CH2:14][CH2:15]Cl)[CH:7]=1. (4) Given the product [NH2:8][CH2:7][CH:9]1[S:13][C:12]([C:14]2[NH:15][C:16]3[C:21]([CH:22]=2)=[CH:20][CH:19]=[CH:18][C:17]=3[N:23]([CH3:32])[S:24]([C:27]2[S:28][CH:29]=[CH:30][CH:31]=2)(=[O:26])=[O:25])=[N:11][CH2:10]1, predict the reactants needed to synthesize it. The reactants are: [H-].[Al+3].[Li+].[H-].[H-].[H-].[C:7]([CH:9]1[S:13][C:12]([C:14]2[NH:15][C:16]3[C:21]([CH:22]=2)=[CH:20][CH:19]=[CH:18][C:17]=3[N:23]([CH3:32])[S:24]([C:27]2[S:28][CH:29]=[CH:30][CH:31]=2)(=[O:26])=[O:25])=[N:11][CH2:10]1)#[N:8].[OH-].[Na+].